Regression. Given two drug SMILES strings and cell line genomic features, predict the synergy score measuring deviation from expected non-interaction effect. From a dataset of NCI-60 drug combinations with 297,098 pairs across 59 cell lines. (1) Drug 1: C1CCC(CC1)NC(=O)N(CCCl)N=O. Drug 2: CS(=O)(=O)OCCCCOS(=O)(=O)C. Cell line: U251. Synergy scores: CSS=36.6, Synergy_ZIP=-10.1, Synergy_Bliss=-2.12, Synergy_Loewe=-5.64, Synergy_HSA=-0.000391. (2) Drug 1: C1CCN(CC1)CCOC2=CC=C(C=C2)C(=O)C3=C(SC4=C3C=CC(=C4)O)C5=CC=C(C=C5)O. Drug 2: C1=CN(C(=O)N=C1N)C2C(C(C(O2)CO)O)O.Cl. Cell line: HCT-15. Synergy scores: CSS=13.3, Synergy_ZIP=-3.88, Synergy_Bliss=3.27, Synergy_Loewe=-13.3, Synergy_HSA=-0.779. (3) Drug 1: CS(=O)(=O)CCNCC1=CC=C(O1)C2=CC3=C(C=C2)N=CN=C3NC4=CC(=C(C=C4)OCC5=CC(=CC=C5)F)Cl. Drug 2: CS(=O)(=O)OCCCCOS(=O)(=O)C. Cell line: UACC62. Synergy scores: CSS=9.38, Synergy_ZIP=-3.76, Synergy_Bliss=-1.61, Synergy_Loewe=0.118, Synergy_HSA=0.150. (4) Drug 1: CC1C(C(CC(O1)OC2CC(CC3=C2C(=C4C(=C3O)C(=O)C5=C(C4=O)C(=CC=C5)OC)O)(C(=O)CO)O)N)O.Cl. Drug 2: C1CCN(CC1)CCOC2=CC=C(C=C2)C(=O)C3=C(SC4=C3C=CC(=C4)O)C5=CC=C(C=C5)O. Cell line: MALME-3M. Synergy scores: CSS=2.94, Synergy_ZIP=-0.448, Synergy_Bliss=3.77, Synergy_Loewe=0.501, Synergy_HSA=0.512. (5) Drug 1: C1CN1P(=S)(N2CC2)N3CC3. Drug 2: CN(CCCl)CCCl.Cl. Cell line: SK-OV-3. Synergy scores: CSS=7.15, Synergy_ZIP=-6.32, Synergy_Bliss=-6.40, Synergy_Loewe=-3.22, Synergy_HSA=-3.04. (6) Drug 1: CC1C(C(=O)NC(C(=O)N2CCCC2C(=O)N(CC(=O)N(C(C(=O)O1)C(C)C)C)C)C(C)C)NC(=O)C3=C4C(=C(C=C3)C)OC5=C(C(=O)C(=C(C5=N4)C(=O)NC6C(OC(=O)C(N(C(=O)CN(C(=O)C7CCCN7C(=O)C(NC6=O)C(C)C)C)C)C(C)C)C)N)C. Drug 2: C#CCC(CC1=CN=C2C(=N1)C(=NC(=N2)N)N)C3=CC=C(C=C3)C(=O)NC(CCC(=O)O)C(=O)O. Cell line: PC-3. Synergy scores: CSS=67.2, Synergy_ZIP=15.0, Synergy_Bliss=-5.50, Synergy_Loewe=27.8, Synergy_HSA=-4.08. (7) Drug 1: C1CCC(C1)C(CC#N)N2C=C(C=N2)C3=C4C=CNC4=NC=N3. Drug 2: C1=CC(=CC=C1C#N)C(C2=CC=C(C=C2)C#N)N3C=NC=N3. Cell line: IGROV1. Synergy scores: CSS=12.2, Synergy_ZIP=-1.61, Synergy_Bliss=2.73, Synergy_Loewe=3.88, Synergy_HSA=3.94. (8) Drug 1: CN1CCC(CC1)COC2=C(C=C3C(=C2)N=CN=C3NC4=C(C=C(C=C4)Br)F)OC. Drug 2: CC(C1=C(C=CC(=C1Cl)F)Cl)OC2=C(N=CC(=C2)C3=CN(N=C3)C4CCNCC4)N. Cell line: NCI-H522. Synergy scores: CSS=21.5, Synergy_ZIP=-5.90, Synergy_Bliss=2.50, Synergy_Loewe=-1.75, Synergy_HSA=1.86.